This data is from NCI-60 drug combinations with 297,098 pairs across 59 cell lines. The task is: Regression. Given two drug SMILES strings and cell line genomic features, predict the synergy score measuring deviation from expected non-interaction effect. (1) Drug 1: CC(CN1CC(=O)NC(=O)C1)N2CC(=O)NC(=O)C2. Drug 2: C(CN)CNCCSP(=O)(O)O. Cell line: MALME-3M. Synergy scores: CSS=13.2, Synergy_ZIP=-1.83, Synergy_Bliss=5.62, Synergy_Loewe=1.00, Synergy_HSA=1.35. (2) Drug 1: C1=CC(=CC=C1CCCC(=O)O)N(CCCl)CCCl. Drug 2: C1C(C(OC1N2C=C(C(=O)NC2=O)F)CO)O. Cell line: MOLT-4. Synergy scores: CSS=82.8, Synergy_ZIP=1.32, Synergy_Bliss=0.532, Synergy_Loewe=-1.91, Synergy_HSA=3.11. (3) Drug 2: C1=CC=C(C=C1)NC(=O)CCCCCCC(=O)NO. Synergy scores: CSS=56.2, Synergy_ZIP=-1.50, Synergy_Bliss=-0.909, Synergy_Loewe=-0.642, Synergy_HSA=2.75. Drug 1: CC1=C2C(C(=O)C3(C(CC4C(C3C(C(C2(C)C)(CC1OC(=O)C(C(C5=CC=CC=C5)NC(=O)C6=CC=CC=C6)O)O)OC(=O)C7=CC=CC=C7)(CO4)OC(=O)C)O)C)OC(=O)C. Cell line: UACC62. (4) Drug 1: C1=CN(C(=O)N=C1N)C2C(C(C(O2)CO)O)O.Cl. Drug 2: CC1=C2C(C(=O)C3(C(CC4C(C3C(C(C2(C)C)(CC1OC(=O)C(C(C5=CC=CC=C5)NC(=O)OC(C)(C)C)O)O)OC(=O)C6=CC=CC=C6)(CO4)OC(=O)C)O)C)O. Cell line: SF-268. Synergy scores: CSS=7.99, Synergy_ZIP=-7.01, Synergy_Bliss=-4.65, Synergy_Loewe=-3.59, Synergy_HSA=-2.26. (5) Drug 1: C1=NC2=C(N=C(N=C2N1C3C(C(C(O3)CO)O)F)Cl)N. Drug 2: CCC1(C2=C(COC1=O)C(=O)N3CC4=CC5=C(C=CC(=C5CN(C)C)O)N=C4C3=C2)O.Cl. Cell line: MOLT-4. Synergy scores: CSS=77.3, Synergy_ZIP=1.23, Synergy_Bliss=0.416, Synergy_Loewe=-0.992, Synergy_HSA=1.23. (6) Drug 1: CC1=C2C(C(=O)C3(C(CC4C(C3C(C(C2(C)C)(CC1OC(=O)C(C(C5=CC=CC=C5)NC(=O)OC(C)(C)C)O)O)OC(=O)C6=CC=CC=C6)(CO4)OC(=O)C)O)C)O. Drug 2: CC(C)CN1C=NC2=C1C3=CC=CC=C3N=C2N. Cell line: M14. Synergy scores: CSS=5.79, Synergy_ZIP=-4.16, Synergy_Bliss=-6.51, Synergy_Loewe=-12.3, Synergy_HSA=-8.77. (7) Drug 1: C1CC(C1)(C(=O)O)C(=O)O.[NH2-].[NH2-].[Pt+2]. Drug 2: COC1=C2C(=CC3=C1OC=C3)C=CC(=O)O2. Cell line: MOLT-4. Synergy scores: CSS=34.0, Synergy_ZIP=1.36, Synergy_Bliss=3.46, Synergy_Loewe=-14.3, Synergy_HSA=1.16. (8) Synergy scores: CSS=40.0, Synergy_ZIP=3.34, Synergy_Bliss=1.69, Synergy_Loewe=-0.357, Synergy_HSA=1.75. Cell line: A549. Drug 1: CC1=C2C(C(=O)C3(C(CC4C(C3C(C(C2(C)C)(CC1OC(=O)C(C(C5=CC=CC=C5)NC(=O)OC(C)(C)C)O)O)OC(=O)C6=CC=CC=C6)(CO4)OC(=O)C)OC)C)OC. Drug 2: C#CCC(CC1=CN=C2C(=N1)C(=NC(=N2)N)N)C3=CC=C(C=C3)C(=O)NC(CCC(=O)O)C(=O)O. (9) Drug 1: CCN(CC)CCNC(=O)C1=C(NC(=C1C)C=C2C3=C(C=CC(=C3)F)NC2=O)C. Drug 2: C1CN(CCN1C(=O)CCBr)C(=O)CCBr. Cell line: IGROV1. Synergy scores: CSS=17.8, Synergy_ZIP=-1.85, Synergy_Bliss=4.09, Synergy_Loewe=7.43, Synergy_HSA=6.31. (10) Drug 1: C1CCC(C1)C(CC#N)N2C=C(C=N2)C3=C4C=CNC4=NC=N3. Drug 2: CN(C(=O)NC(C=O)C(C(C(CO)O)O)O)N=O. Cell line: HCT-15. Synergy scores: CSS=-4.49, Synergy_ZIP=-0.203, Synergy_Bliss=-5.74, Synergy_Loewe=-7.43, Synergy_HSA=-7.23.